Dataset: HIV replication inhibition screening data with 41,000+ compounds from the AIDS Antiviral Screen. Task: Binary Classification. Given a drug SMILES string, predict its activity (active/inactive) in a high-throughput screening assay against a specified biological target. (1) The molecule is CCOC(=O)c1ccc(CS(=O)(=O)c2ccc(Cl)cc2)c([N+](=O)[O-])c1. The result is 0 (inactive). (2) The molecule is CCCCNC(=S)NC=C1C(=O)Oc2ccccc2C1=O. The result is 0 (inactive). (3) The drug is O=C(Nc1nc(S)c2c(ncn2CCO)n1)c1ccccc1. The result is 0 (inactive).